This data is from Forward reaction prediction with 1.9M reactions from USPTO patents (1976-2016). The task is: Predict the product of the given reaction. (1) Given the reactants [CH2:1]([O:8][C:9]1[C:10]([C:23]([O:25][CH2:26][CH3:27])=[O:24])=[N:11][N:12]2[CH:17]([C:18](O)=[O:19])[CH2:16][N:15]([CH3:21])[C:14](=[O:22])[C:13]=12)[C:2]1[CH:7]=[CH:6][CH:5]=[CH:4][CH:3]=1.C(Cl)(=O)C([Cl:31])=O, predict the reaction product. The product is: [CH2:1]([O:8][C:9]1[C:10]([C:23]([O:25][CH2:26][CH3:27])=[O:24])=[N:11][N:12]2[CH:17]([C:18]([Cl:31])=[O:19])[CH2:16][N:15]([CH3:21])[C:14](=[O:22])[C:13]=12)[C:2]1[CH:7]=[CH:6][CH:5]=[CH:4][CH:3]=1. (2) Given the reactants [C:1]([N:5]1[C:9]([C:10]2[CH:15]=[CH:14][C:13]([Cl:16])=[CH:12][CH:11]=2)=[CH:8][C:7]([CH2:17][CH2:18][CH:19]=O)=[N:6]1)([CH3:4])([CH3:3])[CH3:2].[Cl:21][C:22]1[CH:27]=[CH:26][C:25]([N:28]2[CH2:33][CH2:32][NH:31][CH2:30][CH2:29]2)=[CH:24][CH:23]=1.CCN(C(C)C)C(C)C.[BH-](OC(C)=O)(OC(C)=O)OC(C)=O.[Na+], predict the reaction product. The product is: [C:1]([N:5]1[C:9]([C:10]2[CH:15]=[CH:14][C:13]([Cl:16])=[CH:12][CH:11]=2)=[CH:8][C:7]([CH2:17][CH2:18][CH2:19][N:31]2[CH2:30][CH2:29][N:28]([C:25]3[CH:24]=[CH:23][C:22]([Cl:21])=[CH:27][CH:26]=3)[CH2:33][CH2:32]2)=[N:6]1)([CH3:4])([CH3:3])[CH3:2]. (3) Given the reactants [Cl:1][C:2]1[N:7]=[C:6](Cl)[CH:5]=[C:4]([CH3:9])[N:3]=1.[NH2:10][C:11]1[NH:15][N:14]=[C:13]([C:16]([CH3:19])([CH3:18])[CH3:17])[CH:12]=1.C(=O)([O-])[O-].[Na+].[Na+], predict the reaction product. The product is: [Cl:1][C:2]1[N:7]=[C:6]([NH:10][C:11]2[CH:12]=[C:13]([C:16]([CH3:19])([CH3:18])[CH3:17])[NH:14][N:15]=2)[CH:5]=[C:4]([CH3:9])[N:3]=1. (4) Given the reactants CO.[NH2:3][C:4]1[C:13]2[N:14]=[C:15]([CH2:22][O:23][CH3:24])[N:16]([CH2:17][C:18]([CH3:21])([OH:20])[CH3:19])[C:12]=2[C:11]2[CH:10]=[CH:9][C:8]([CH:25]=[CH:26][S:27]([CH3:30])(=[O:29])=[O:28])=[CH:7][C:6]=2[N:5]=1, predict the reaction product. The product is: [NH2:3][C:4]1[C:13]2[N:14]=[C:15]([CH2:22][O:23][CH3:24])[N:16]([CH2:17][C:18]([CH3:21])([OH:20])[CH3:19])[C:12]=2[C:11]2[CH:10]=[CH:9][C:8]([CH2:25][CH2:26][S:27]([CH3:30])(=[O:29])=[O:28])=[CH:7][C:6]=2[N:5]=1. (5) Given the reactants [NH2:1][CH:2]1[CH2:7][CH2:6][N:5]([C:8]([O:10][C:11]([CH3:14])([CH3:13])[CH3:12])=[O:9])[CH2:4][CH2:3]1.Cl[C:16]([O:18][C:19]1[CH:24]=[CH:23][CH:22]=[CH:21][CH:20]=1)=[O:17].N1C=CC=CC=1, predict the reaction product. The product is: [O:18]([C:16]([NH:1][CH:2]1[CH2:3][CH2:4][N:5]([C:8]([O:10][C:11]([CH3:14])([CH3:13])[CH3:12])=[O:9])[CH2:6][CH2:7]1)=[O:17])[C:19]1[CH:24]=[CH:23][CH:22]=[CH:21][CH:20]=1. (6) The product is: [NH:1]([C:16]([O:18][CH2:19][C:20]1[CH:25]=[CH:24][CH:23]=[CH:22][CH:21]=1)=[O:17])[C@H:2]([C:13]([NH:33][CH2:26][C:27]1[CH:32]=[CH:31][CH:30]=[CH:29][CH:28]=1)=[O:15])[CH2:3][C:4]1[C:12]2[C:7](=[CH:8][CH:9]=[CH:10][CH:11]=2)[NH:6][CH:5]=1. Given the reactants [NH:1]([C:16]([O:18][CH2:19][C:20]1[CH:25]=[CH:24][CH:23]=[CH:22][CH:21]=1)=[O:17])[C@H:2]([C:13]([OH:15])=O)[CH2:3][C:4]1[C:12]2[C:7](=[CH:8][CH:9]=[CH:10][CH:11]=2)[NH:6][CH:5]=1.[CH2:26]([NH2:33])[C:27]1[CH:32]=[CH:31][CH:30]=[CH:29][CH:28]=1.C1CCC(N=C=NC2CCCCC2)CC1, predict the reaction product.